Task: Predict the reaction yield, written as a fraction of the theoretical maximum amount of product (1.0 means a 100% yield; for example, 0.34 means a 34% yield).. Dataset: Reaction yield outcomes from USPTO patents with 853,638 reactions (1) The catalyst is C(Cl)(=O)C(Cl)=O.CN(C)C(=O)C. The reactants are [Cl:1][C:2]1[C:10]([C:11]2([C:14]#[N:15])[CH2:13][CH2:12]2)=[CH:9][CH:8]=[CH:7][C:3]=1[C:4]([OH:6])=O.CN(C)C=O.[NH2:21][C:22]1[CH:23]=[CH:24][C:25]([F:42])=[C:26]([CH:41]=1)[O:27][C:28]1[N:33]=[C:32]2[S:34][C:35]([NH:37][C:38](=[O:40])[CH3:39])=[N:36][C:31]2=[CH:30][CH:29]=1.O. The product is [C:38]([NH:37][C:35]1[S:34][C:32]2[C:31]([N:36]=1)=[CH:30][CH:29]=[C:28]([O:27][C:26]1[CH:41]=[C:22]([NH:21][C:4](=[O:6])[C:3]3[CH:7]=[CH:8][CH:9]=[C:10]([C:11]4([C:14]#[N:15])[CH2:13][CH2:12]4)[C:2]=3[Cl:1])[CH:23]=[CH:24][C:25]=1[F:42])[N:33]=2)(=[O:40])[CH3:39]. The yield is 0.290. (2) The reactants are [CH3:1][N:2]1[C:11](=[O:12])[C:10]2[NH:9][CH:8]=[N:7][C:6]=2[NH:5][C:3]1=[O:4].C(=O)([O-])[O-].[K+].[K+].Cl[CH2:20][C:21]([O:23][CH2:24][CH3:25])=[O:22]. The catalyst is CN(C=O)C. The product is [CH2:24]([O:23][C:21](=[O:22])[CH2:20][N:9]1[C:10]2[C:11](=[O:12])[N:2]([CH3:1])[C:3](=[O:4])[NH:5][C:6]=2[N:7]=[CH:8]1)[CH3:25]. The yield is 0.400. (3) The reactants are [C:1]([C:5]1[CH:10]=[C:9]([Br:11])[C:8]([N+:12]([O-:14])=[O:13])=[CH:7][C:6]=1[OH:15])([CH3:4])([CH3:3])[CH3:2].[C:16]([O-])([O-])=O.[Cs+].[Cs+].CI. The catalyst is CN(C=O)C.O. The product is [C:1]([C:5]1[CH:10]=[C:9]([Br:11])[C:8]([N+:12]([O-:14])=[O:13])=[CH:7][C:6]=1[O:15][CH3:16])([CH3:4])([CH3:2])[CH3:3]. The yield is 0.690. (4) The reactants are B1C2CCCC1CCC2.[Cl:10][C:11]1[CH:16]=[CH:15][C:14]([O:17][C:18]2[CH:23]=[CH:22][C:21]([CH:24]=[CH2:25])=[CH:20][CH:19]=2)=[CH:13][C:12]=1[C:26]([F:29])([F:28])[F:27].[OH-:30].[Na+].OO. The catalyst is C1COCC1.O. The product is [Cl:10][C:11]1[CH:16]=[CH:15][C:14]([O:17][C:18]2[CH:19]=[CH:20][C:21]([CH2:24][CH2:25][OH:30])=[CH:22][CH:23]=2)=[CH:13][C:12]=1[C:26]([F:27])([F:28])[F:29]. The yield is 0.717. (5) The reactants are [CH3:1][O:2][CH2:3][CH2:4][C:5]1[N:13]=[C:12]2[C:8]([N:9]=[CH:10][NH:11]2)=[C:7]([N:14]2[CH2:19][CH2:18][O:17][CH2:16][CH2:15]2)[N:6]=1.CN(C=O)C.[Br:25]Br. No catalyst specified. The product is [Br:25][C:10]1[NH:11][C:12]2[C:8]([N:9]=1)=[C:7]([N:14]1[CH2:15][CH2:16][O:17][CH2:18][CH2:19]1)[N:6]=[C:5]([CH2:4][CH2:3][O:2][CH3:1])[N:13]=2. The yield is 0.700. (6) The reactants are Br[C:2]1[CH:3]=[C:4]([CH:7]=[CH:8][CH:9]=1)[CH:5]=[O:6].[CH2:10]([N:14]1[CH2:19][CH2:18][CH2:17][CH2:16][CH2:15]1)[CH2:11][C:12]#[CH:13]. The catalyst is [Cu]I.N1CCCC1. The product is [N:14]1([CH2:10][CH2:11][C:12]#[C:13][C:2]2[CH:3]=[C:4]([CH:7]=[CH:8][CH:9]=2)[CH:5]=[O:6])[CH2:19][CH2:18][CH2:17][CH2:16][CH2:15]1. The yield is 0.860. (7) The reactants are CC1OC(CC2CCC(C3SC(C4C=CC(N)=CC=4)=CN=3)CC2)=NN=1.[N+:26]([C:29]1[CH:34]=[CH:33][C:32]([C:35]2[S:39][C:38]([CH2:40][CH2:41][NH:42][C:43](=[O:49])[O:44][C:45]([CH3:48])([CH3:47])[CH3:46])=[N:37][CH:36]=2)=[CH:31][CH:30]=1)([O-])=O. No catalyst specified. The product is [NH2:26][C:29]1[CH:34]=[CH:33][C:32]([C:35]2[S:39][C:38]([CH2:40][CH2:41][NH:42][C:43](=[O:49])[O:44][C:45]([CH3:47])([CH3:46])[CH3:48])=[N:37][CH:36]=2)=[CH:31][CH:30]=1. The yield is 0.700.